This data is from Forward reaction prediction with 1.9M reactions from USPTO patents (1976-2016). The task is: Predict the product of the given reaction. (1) Given the reactants [CH:1]([CH:3]1[CH2:7][CH2:6][N:5]([C:8]([O:10][C:11]([CH3:14])([CH3:13])[CH3:12])=[O:9])[CH2:4]1)=O.[C:15](=O)([O-])[O-].[K+].[K+].COP(C(=[N+]=[N-])C(=O)C)(=O)OC, predict the reaction product. The product is: [C:1]([CH:3]1[CH2:7][CH2:6][N:5]([C:8]([O:10][C:11]([CH3:14])([CH3:13])[CH3:12])=[O:9])[CH2:4]1)#[CH:15]. (2) The product is: [I:1][C:2]1[C:10]([CH3:11])=[CH:9][CH:8]=[CH:7][C:3]=1[CH2:4][OH:5]. Given the reactants [I:1][C:2]1[C:10]([CH3:11])=[CH:9][CH:8]=[CH:7][C:3]=1[C:4](O)=[O:5].[H-].[Al+3].[Li+].[H-].[H-].[H-], predict the reaction product. (3) The product is: [C:16]1([CH:15]=[CH:2][C:1]([C:4]2[CH:5]=[CH:6][C:7]3[O:12][CH2:11][C:10](=[O:13])[NH:9][C:8]=3[CH:14]=2)=[O:3])[CH:21]=[CH:20][CH:19]=[CH:18][CH:17]=1. Given the reactants [C:1]([C:4]1[CH:5]=[CH:6][C:7]2[O:12][CH2:11][C:10](=[O:13])[NH:9][C:8]=2[CH:14]=1)(=[O:3])[CH3:2].[CH:15](=O)[C:16]1[CH:21]=[CH:20][CH:19]=[CH:18][CH:17]=1.C[O-].[Na+], predict the reaction product. (4) Given the reactants [CH3:1][O:2][C:3]1[C:11]2[O:10][C:9]([CH3:13])([CH3:12])[CH2:8][C:7]=2[C:6]([C:14]2[CH2:19][C:18]([CH3:21])([CH3:20])[C:17](=[O:22])[N:16]([CH:23]3[CH2:28][CH2:27][N:26]([C:29](=[O:39])[CH2:30][NH:31]C(=O)OC(C)(C)C)[CH2:25][CH2:24]3)[N:15]=2)=[CH:5][CH:4]=1.[ClH:40], predict the reaction product. The product is: [ClH:40].[NH2:31][CH2:30][C:29]([N:26]1[CH2:27][CH2:28][CH:23]([N:16]2[C:17](=[O:22])[C:18]([CH3:21])([CH3:20])[CH2:19][C:14]([C:6]3[C:7]4[CH2:8][C:9]([CH3:13])([CH3:12])[O:10][C:11]=4[C:3]([O:2][CH3:1])=[CH:4][CH:5]=3)=[N:15]2)[CH2:24][CH2:25]1)=[O:39].